From a dataset of Reaction yield outcomes from USPTO patents with 853,638 reactions. Predict the reaction yield, written as a fraction of the theoretical maximum amount of product (1.0 means a 100% yield; for example, 0.34 means a 34% yield). (1) The catalyst is C(Cl)Cl. The product is [C:26]([O:29][C:30]1[CH:40]=[CH:39][CH:38]=[CH:37][C:31]=1[CH:32]=[CH:33][C:34]([NH:8][C@H:7]([C:9]([O:11][CH3:12])=[O:10])[CH2:6][C:5]1[C:13]2[C:18](=[CH:17][CH:16]=[CH:15][CH:14]=2)[N:3]([CH3:2])[CH:4]=1)=[O:35])(=[O:28])[CH3:27]. The reactants are Cl.[CH3:2][N:3]1[C:18]2[C:13](=[CH:14][CH:15]=[CH:16][CH:17]=2)[C:5]([CH2:6][C@@H:7]([C:9]([O:11][CH3:12])=[O:10])[NH2:8])=[CH:4]1.C(N(CC)CC)C.[C:26]([O:29][C:30]1[CH:40]=[CH:39][CH:38]=[CH:37][C:31]=1[CH:32]=[CH:33][C:34](O)=[O:35])(=[O:28])[CH3:27].CCN=C=NCCCN(C)C.Cl. The yield is 0.830. (2) The product is [Br:19][CH2:20][C:21]([O:18][CH2:17][C:1]1[C:14]2[C:15]3=[C:16]4[C:11](=[CH:12][CH:13]=2)[CH:10]=[CH:9][CH:8]=[C:7]4[CH:6]=[CH:5][C:4]3=[CH:3][CH:2]=1)=[O:22]. The yield is 0.900. The catalyst is CN(C=O)C.ClCCl. The reactants are [C:1]1([CH2:17][OH:18])[C:14]2[C:15]3=[C:16]4[C:11](=[CH:12][CH:13]=2)[CH:10]=[CH:9][CH:8]=[C:7]4[CH:6]=[CH:5][C:4]3=[CH:3][CH:2]=1.[Br:19][CH2:20][C:21](Br)=[O:22]. (3) The reactants are [Br:1][C:2]1[C:3]([F:17])=[CH:4][C:5]2[O:14][CH2:13][CH2:12][N:11]3[C:7](=[N:8][C:9](I)=[CH:10]3)[C:6]=2[CH:16]=1.C[Si](N[Si](C)(C)C)(C)C.C[N:28](C)[CH:29]=[O:30]. No catalyst specified. The product is [Br:1][C:2]1[C:3]([F:17])=[CH:4][C:5]2[O:14][CH2:13][CH2:12][N:11]3[C:7](=[N:8][C:9]([C:29]([NH2:28])=[O:30])=[CH:10]3)[C:6]=2[CH:16]=1. The yield is 0.300. (4) The reactants are Br[C:2]1[CH:3]=[CH:4][C:5]2[N:6]([CH:8]=[C:9]([C:11]3[C:12]([C:17]4[CH:22]=[CH:21][CH:20]=[CH:19][CH:18]=4)=[N:13][O:14][C:15]=3[CH3:16])[N:10]=2)[CH:7]=1.[NH:23]1[CH:27]=[CH:26][CH:25]=[N:24]1. The yield is 0.160. The product is [CH3:16][C:15]1[O:14][N:13]=[C:12]([C:17]2[CH:22]=[CH:21][CH:20]=[CH:19][CH:18]=2)[C:11]=1[C:9]1[N:10]=[C:5]2[CH:4]=[CH:3][C:2]([N:23]3[CH:27]=[CH:26][CH:25]=[N:24]3)=[CH:7][N:6]2[CH:8]=1. No catalyst specified. (5) The reactants are [Br:1][CH2:2][C:3]([C:5]1[CH:16]=[CH:15][C:8]2[O:9][C:10]([CH3:14])([CH3:13])[O:11][CH2:12][C:7]=2[CH:6]=1)=[O:4].[BH4-].[Na+].[Cl-].[NH4+].O. The catalyst is CO. The product is [Br:1][CH2:2][CH:3]([C:5]1[CH:16]=[CH:15][C:8]2[O:9][C:10]([CH3:13])([CH3:14])[O:11][CH2:12][C:7]=2[CH:6]=1)[OH:4]. The yield is 0.790. (6) The reactants are Br[C:2]1[C:3]([Cl:12])=[CH:4][C:5]([NH:8][C:9](=[O:11])[CH3:10])=[N:6][CH:7]=1.N1C=CC=[CH:15][CH:14]=1.C(=O)([O-])[O-].[Na+].[Na+]. The catalyst is O.C1(C)C=CC=CC=1.C(O)C.C1C=CC([P]([Pd]([P](C2C=CC=CC=2)(C2C=CC=CC=2)C2C=CC=CC=2)([P](C2C=CC=CC=2)(C2C=CC=CC=2)C2C=CC=CC=2)[P](C2C=CC=CC=2)(C2C=CC=CC=2)C2C=CC=CC=2)(C2C=CC=CC=2)C2C=CC=CC=2)=CC=1. The product is [Cl:12][C:3]1[C:2]([CH:14]=[CH2:15])=[CH:7][N:6]=[C:5]([NH:8][C:9](=[O:11])[CH3:10])[CH:4]=1. The yield is 0.990.